Dataset: Full USPTO retrosynthesis dataset with 1.9M reactions from patents (1976-2016). Task: Predict the reactants needed to synthesize the given product. (1) Given the product [Cl:17][C:18]1[CH:19]=[C:20]([N+:25]([O-:27])=[O:26])[CH:21]=[CH:22][C:23]=1[NH:16][C:3]([CH3:2])([CH3:15])[CH2:4][C:5]1[CH:14]=[CH:13][C:12]2[C:7](=[CH:8][CH:9]=[CH:10][CH:11]=2)[CH:6]=1, predict the reactants needed to synthesize it. The reactants are: Cl.[CH3:2][C:3]([NH2:16])([CH3:15])[CH2:4][C:5]1[CH:14]=[CH:13][C:12]2[C:7](=[CH:8][CH:9]=[CH:10][CH:11]=2)[CH:6]=1.[Cl:17][C:18]1[CH:19]=[C:20]([N+:25]([O-:27])=[O:26])[CH:21]=[CH:22][C:23]=1F.C([O-])([O-])=O.[K+].[K+].O. (2) The reactants are: [BH4-].[Na+].[CH3:3][CH:4]=[C:5](C)C.B(F)(F)F.CC[O:14]CC.C(O[C:21]1[CH:26]=[CH:25][C:24]([CH:27]2[O:31][CH2:30][CH2:29][O:28]2)=[CH:23][CH:22]=1)C=C.[OH-].[Na+].OO. Given the product [O:31]1[CH2:30][CH2:29][O:28][CH:27]1[C:24]1[CH:23]=[CH:22][C:21]([CH2:3][CH2:4][CH2:5][OH:14])=[CH:26][CH:25]=1, predict the reactants needed to synthesize it.